This data is from Peptide-MHC class I binding affinity with 185,985 pairs from IEDB/IMGT. The task is: Regression. Given a peptide amino acid sequence and an MHC pseudo amino acid sequence, predict their binding affinity value. This is MHC class I binding data. (1) The peptide sequence is YRHTIESVYF. The MHC is Mamu-B17 with pseudo-sequence Mamu-B17. The binding affinity (normalized) is 0.174. (2) The peptide sequence is ELRSLYNTV. The MHC is HLA-B54:01 with pseudo-sequence HLA-B54:01. The binding affinity (normalized) is 0.